From a dataset of Peptide-MHC class I binding affinity with 185,985 pairs from IEDB/IMGT. Regression. Given a peptide amino acid sequence and an MHC pseudo amino acid sequence, predict their binding affinity value. This is MHC class I binding data. (1) The peptide sequence is SVFALLPPQ. The MHC is HLA-A29:02 with pseudo-sequence HLA-A29:02. The binding affinity (normalized) is 0.0847. (2) The peptide sequence is TMGAASITL. The MHC is HLA-A02:01 with pseudo-sequence HLA-A02:01. The binding affinity (normalized) is 0.380. (3) The peptide sequence is LSSISLAL. The MHC is H-2-Db with pseudo-sequence H-2-Db. The binding affinity (normalized) is 0. (4) The peptide sequence is NQESNKYRI. The MHC is HLA-A01:01 with pseudo-sequence HLA-A01:01. The binding affinity (normalized) is 0. (5) The peptide sequence is EILKINSVK. The MHC is HLA-A11:01 with pseudo-sequence HLA-A11:01. The binding affinity (normalized) is 0.322. (6) The peptide sequence is ISLEAGQRF. The MHC is HLA-B58:01 with pseudo-sequence HLA-B58:01. The binding affinity (normalized) is 0.616. (7) The peptide sequence is TPQVPLRPM. The MHC is HLA-B40:02 with pseudo-sequence HLA-B40:02. The binding affinity (normalized) is 0.